Dataset: Full USPTO retrosynthesis dataset with 1.9M reactions from patents (1976-2016). Task: Predict the reactants needed to synthesize the given product. (1) The reactants are: [H-].[Na+].[C:3]([CH2:5][C:6]([O:8][C:9]([CH3:12])([CH3:11])[CH3:10])=[O:7])#[N:4].Br[C:14]1[N:19]=[CH:18][C:17]([N:20]2[C:29]3[N:30]4[CH:36]=[CH:35][CH:34]=[CH:33][C:31]4=[N:32][C:28]=3[C:27]3[C:22](=[CH:23][CH:24]=[CH:25][CH:26]=3)[C:21]2=[O:37])=[CH:16][CH:15]=1. Given the product [O:37]=[C:21]1[C:22]2[C:27](=[CH:26][CH:25]=[CH:24][CH:23]=2)[C:28]2[N:32]=[C:31]3[CH:33]=[CH:34][CH:35]=[CH:36][N:30]3[C:29]=2[N:20]1[C:17]1[CH:16]=[CH:15][C:14]([CH:5]([C:3]#[N:4])[C:6]([O:8][C:9]([CH3:12])([CH3:11])[CH3:10])=[O:7])=[N:19][CH:18]=1, predict the reactants needed to synthesize it. (2) Given the product [CH3:2][N:19]1[CH2:20][CH2:21][C:16]2([CH2:15][C:14]3[C:24](=[N:25][CH:26]=[C:12](/[CH:11]=[CH:10]/[C:9](=[O:8])[N:28]4[CH2:33][CH2:32][C:31]([CH2:34][C:35]5[S:36][CH:37]=[CH:38][N:39]=5)=[CH:30][CH2:29]4)[CH:13]=3)[NH:23][C:22]2=[O:27])[CH2:17][CH2:18]1, predict the reactants needed to synthesize it. The reactants are: F[C:2](F)(F)C(O)=O.[O:8]=[C:9]([N:28]1[CH2:33][CH2:32][C:31]([CH2:34][C:35]2[S:36][CH:37]=[CH:38][N:39]=2)=[CH:30][CH2:29]1)/[CH:10]=[CH:11]/[C:12]1[CH:13]=[C:14]2[C:24](=[N:25][CH:26]=1)[NH:23][C:22](=[O:27])[C:16]1([CH2:21][CH2:20][NH:19][CH2:18][CH2:17]1)[CH2:15]2.C=O.C(N(CC)CC)C.[BH4-].[Na+]. (3) Given the product [Cl:1][C:2]1[CH:7]=[CH:6][CH:5]=[CH:4][C:3]=1[CH2:8][CH2:9][NH:10][CH2:18][CH2:19][S:20][CH2:21][CH2:22][CH2:23][NH:24][CH2:25][C@@H:26]([C:27]1[C:35]2[S:34][C:33](=[O:36])[NH:32][C:31]=2[C:30]([OH:37])=[CH:29][CH:28]=1)[OH:38], predict the reactants needed to synthesize it. The reactants are: [Cl:1][C:2]1[CH:7]=[CH:6][CH:5]=[CH:4][C:3]=1[CH2:8][CH2:9][N:10]([CH2:18][CH2:19][S:20][CH2:21][CH2:22][CH2:23][NH:24][CH2:25][C@H:26]([OH:38])[C:27]1[C:35]2[S:34][C:33](=[O:36])[NH:32][C:31]=2[C:30]([OH:37])=[CH:29][CH:28]=1)C(=O)OC(C)(C)C.Br. (4) Given the product [C:24]([CH2:8][CH2:3][C:2]1[S:1][C:16]2[CH:23]=[CH:22][CH:21]=[CH:20][C:17]=2[CH:18]=1)([OH:25])=[O:27], predict the reactants needed to synthesize it. The reactants are: [SH:1][CH2:2][C:3](OCC)=O.[CH3:8]N(C)C=O.[N+]([C:16]1[CH:23]=[CH:22][CH:21]=[CH:20][C:17]=1[CH:18]=O)([O-])=O.[C:24](=[O:27])([O-])[O-:25].[K+].[K+]. (5) Given the product [NH2:1][C:2]([NH:4][C:5]1[C:6]([C:24]([NH2:26])=[O:25])=[N:7][N:8]([C:10]2[CH:15]=[CH:14][C:13]([C:16]3[CH:21]=[CH:20][CH:19]=[CH:18][C:17]=3[O:22][CH2:39][C:40]([NH2:42])=[O:41])=[C:12]([F:23])[CH:11]=2)[CH:9]=1)=[O:3], predict the reactants needed to synthesize it. The reactants are: [NH2:1][C:2]([NH:4][C:5]1[C:6]([C:24]([NH2:26])=[O:25])=[N:7][N:8]([C:10]2[CH:15]=[CH:14][C:13]([C:16]3[CH:21]=[CH:20][CH:19]=[CH:18][C:17]=3[OH:22])=[C:12]([F:23])[CH:11]=2)[CH:9]=1)=[O:3].CN(C=O)C.C([O-])([O-])=O.[K+].[K+].Br[CH2:39][C:40]([NH2:42])=[O:41]. (6) Given the product [C:6]([C:7]1[CH:12]=[CH:11][CH:10]=[CH:9][C:8]=1[CH3:13])#[CH:5], predict the reactants needed to synthesize it. The reactants are: [OH-].[K+].C[Si](C)(C)[C:5]#[C:6][C:7]1[CH:12]=[CH:11][CH:10]=[CH:9][C:8]=1[CH3:13].C(OCC)(=O)C.Cl.